This data is from Forward reaction prediction with 1.9M reactions from USPTO patents (1976-2016). The task is: Predict the product of the given reaction. Given the reactants [C:1]([C:3]1[C:7]([CH2:8][NH:9][C:10]([C@@H:12]2[CH2:16][C@@H:15]([F:17])[CH2:14][N:13]2C(OC(C)(C)C)=O)=[O:11])=[CH:6][N:5]([C:25]2[CH:30]=[CH:29][C:28]([C:31]([F:34])([F:33])[F:32])=[CH:27][CH:26]=2)[N:4]=1)#[N:2], predict the reaction product. The product is: [C:1]([C:3]1[C:7]([CH2:8][NH:9][C:10]([C@@H:12]2[CH2:16][C@@H:15]([F:17])[CH2:14][NH:13]2)=[O:11])=[CH:6][N:5]([C:25]2[CH:30]=[CH:29][C:28]([C:31]([F:33])([F:34])[F:32])=[CH:27][CH:26]=2)[N:4]=1)#[N:2].